This data is from Catalyst prediction with 721,799 reactions and 888 catalyst types from USPTO. The task is: Predict which catalyst facilitates the given reaction. (1) Reactant: [Cl:1][C:2]1[CH:3]=[C:4]([NH:9][C:10]([N:12]2[CH2:17][CH2:16][N:15]([CH2:18][C@@H:19]3[CH2:24][CH2:23][CH2:22][N:21]([CH2:25][CH2:26][CH:27]4[CH2:32][CH2:31][N:30](C(OCC5C=CC=CC=5)=O)[CH2:29][CH2:28]4)[CH2:20]3)[CH2:14][CH2:13]2)=[O:11])[CH:5]=[CH:6][C:7]=1[Cl:8].Cl. Product: [Cl:1][C:2]1[CH:3]=[C:4]([NH:9][C:10]([N:12]2[CH2:17][CH2:16][N:15]([CH2:18][C@@H:19]3[CH2:24][CH2:23][CH2:22][N:21]([CH2:25][CH2:26][CH:27]4[CH2:32][CH2:31][NH:30][CH2:29][CH2:28]4)[CH2:20]3)[CH2:14][CH2:13]2)=[O:11])[CH:5]=[CH:6][C:7]=1[Cl:8]. The catalyst class is: 12. (2) Reactant: [F:1][C:2]([F:33])([F:32])[C:3]1[CH:4]=[C:5]([CH:25]=[C:26]([C:28]([F:31])([F:30])[F:29])[CH:27]=1)[CH2:6][N:7]([CH3:24])[C:8](=[O:23])[C:9]1[C:14]([C:15]2[CH:20]=[CH:19][CH:18]=[CH:17][C:16]=2[CH3:21])=[CH:13][C:12](I)=[N:11][CH:10]=1.[CH2:34]([O:36][C:37]([Sn](CCCC)(CCCC)CCCC)=[CH2:38])[CH3:35].[F-].[K+]. Product: [F:1][C:2]([F:33])([F:32])[C:3]1[CH:4]=[C:5]([CH:25]=[C:26]([C:28]([F:31])([F:30])[F:29])[CH:27]=1)[CH2:6][N:7]([CH3:24])[C:8](=[O:23])[C:9]1[C:14]([C:15]2[CH:20]=[CH:19][CH:18]=[CH:17][C:16]=2[CH3:21])=[CH:13][C:12]([C:34]([O:36][CH2:37][CH3:38])=[CH2:35])=[N:11][CH:10]=1. The catalyst class is: 747. (3) Reactant: C([O:3][C:4]([C:6]1([S:20]([C:23]2[CH:28]=[CH:27][C:26]([O:29][CH2:30][C:31]#[CH:32])=[CH:25][CH:24]=2)(=[O:22])=[O:21])[CH2:11][CH2:10][N:9]([CH2:12][C:13]2[CH:18]=[CH:17][C:16]([Br:19])=[CH:15][CH:14]=2)[CH2:8][CH2:7]1)=[O:5])C.CO.[OH-].[Na+]. Product: [Br:19][C:16]1[CH:15]=[CH:14][C:13]([CH2:12][N:9]2[CH2:10][CH2:11][C:6]([S:20]([C:23]3[CH:24]=[CH:25][C:26]([O:29][CH2:30][C:31]#[CH:32])=[CH:27][CH:28]=3)(=[O:22])=[O:21])([C:4]([OH:5])=[O:3])[CH2:7][CH2:8]2)=[CH:18][CH:17]=1. The catalyst class is: 1. (4) Reactant: [C:1]([C:5]1[NH:6][C:7]2[C:12]([CH:13]=1)=[CH:11][C:10]([N+:14]([O-:16])=[O:15])=[CH:9][C:8]=2[C:17](OC)=[O:18])([CH3:4])([CH3:3])[CH3:2].ClCCl.CC(C[AlH]CC(C)C)C. Product: [C:1]([C:5]1[NH:6][C:7]2[C:12]([CH:13]=1)=[CH:11][C:10]([N+:14]([O-:16])=[O:15])=[CH:9][C:8]=2[CH2:17][OH:18])([CH3:4])([CH3:2])[CH3:3]. The catalyst class is: 6.